This data is from Full USPTO retrosynthesis dataset with 1.9M reactions from patents (1976-2016). The task is: Predict the reactants needed to synthesize the given product. Given the product [F:19][C:20]1[CH:25]=[CH:24][C:23]([C:2]2[CH:3]=[N:4][N:5]([CH3:18])[C:6]=2[C:7]2[CH:17]=[CH:16][C:10]3[O:11][CH2:12][C:13](=[O:15])[NH:14][C:9]=3[CH:8]=2)=[C:22]([O:29][CH3:30])[CH:21]=1, predict the reactants needed to synthesize it. The reactants are: Br[C:2]1[CH:3]=[N:4][N:5]([CH3:18])[C:6]=1[C:7]1[CH:17]=[CH:16][C:10]2[O:11][CH2:12][C:13](=[O:15])[NH:14][C:9]=2[CH:8]=1.[F:19][C:20]1[CH:25]=[CH:24][C:23](B(O)O)=[C:22]([O:29][CH3:30])[CH:21]=1.